From a dataset of Catalyst prediction with 721,799 reactions and 888 catalyst types from USPTO. Predict which catalyst facilitates the given reaction. (1) Reactant: [C:1]([O:5][C:6]([N:8]1[CH2:13][CH2:12][N:11]([C:14]2[C:23]3[C:18](=[CH:19][CH:20]=[C:21]([C:24](OC)=[O:25])[CH:22]=3)[N:17]=[CH:16][CH:15]=2)[CH2:10][CH2:9]1)=[O:7])([CH3:4])([CH3:3])[CH3:2].[H-].[Al+3].[Li+].[H-].[H-].[H-]. Product: [OH:25][CH2:24][C:21]1[CH:22]=[C:23]2[C:18](=[CH:19][CH:20]=1)[N:17]=[CH:16][CH:15]=[C:14]2[N:11]1[CH2:10][CH2:9][N:8]([C:6]([O:5][C:1]([CH3:4])([CH3:3])[CH3:2])=[O:7])[CH2:13][CH2:12]1. The catalyst class is: 1. (2) Reactant: [CH3:1][C:2]1([CH3:16])[C:11]2[C:6](=[CH:7][C:8]([N+:12]([O-])=O)=[CH:9][CH:10]=2)[C:5](=[O:15])[NH:4][CH2:3]1.C([O-])=O.[NH4+]. Product: [NH2:12][C:8]1[CH:7]=[C:6]2[C:11]([C:2]([CH3:16])([CH3:1])[CH2:3][NH:4][C:5]2=[O:15])=[CH:10][CH:9]=1. The catalyst class is: 394.